From a dataset of Forward reaction prediction with 1.9M reactions from USPTO patents (1976-2016). Predict the product of the given reaction. (1) Given the reactants Cl[C:2]1[N:7]=[C:6]([N:8]2[CH2:11][CH:10]([O:12][C:13]3[CH:18]=[CH:17][C:16]([F:19])=[CH:15][CH:14]=3)[CH2:9]2)[C:5]([F:20])=[CH:4][N:3]=1.[NH2:21][C:22]1[CH:23]=[C:24]([CH:29]=[CH:30][CH:31]=1)[C:25]([NH:27][CH3:28])=[O:26].FC(F)(F)C(O)=O, predict the reaction product. The product is: [F:20][C:5]1[C:6]([N:8]2[CH2:11][CH:10]([O:12][C:13]3[CH:18]=[CH:17][C:16]([F:19])=[CH:15][CH:14]=3)[CH2:9]2)=[N:7][C:2]([NH:21][C:22]2[CH:23]=[C:24]([CH:29]=[CH:30][CH:31]=2)[C:25]([NH:27][CH3:28])=[O:26])=[N:3][CH:4]=1. (2) Given the reactants [NH4+].[N:2]([C@H:5]1[CH2:10][C@H:9]([OH:11])[C@@H:8]([CH2:12][O:13][P:14]([OH:17])([OH:16])=[O:15])[O:7][CH2:6]1)=[N+:3]=[N-:4].[N:18]([C@H]1[C@H](O)[C@H](O)[C@@H](CO)[O:23]C1)=[N+]=[N-], predict the reaction product. The product is: [NH4+:2].[NH4+:18].[N:2]([C@H:5]1[C@H:10]([OH:23])[C@H:9]([OH:11])[C@@H:8]([CH2:12][O:13][P:14]([OH:17])([OH:16])=[O:15])[O:7][CH2:6]1)=[N+:3]=[N-:4].